This data is from Catalyst prediction with 721,799 reactions and 888 catalyst types from USPTO. The task is: Predict which catalyst facilitates the given reaction. (1) Reactant: [CH3:1][N:2]1[CH2:6][CH2:5][C@H:4]([OH:7])[CH2:3]1.[H-].[Na+].F[C:11]1[CH:20]=[C:19]([F:21])[CH:18]=[C:17]2[C:12]=1[C:13](=[O:38])[NH:14][C:15]([C:22]1[CH:27]=[CH:26][CH:25]=[C:24]([C:28]3[CH:33]=[CH:32][C:31]([S:34]([CH3:37])(=[O:36])=[O:35])=[CH:30][CH:29]=3)[N:23]=1)=[N:16]2.Cl. Product: [F:21][C:19]1[CH:18]=[C:17]2[C:12]([C:13](=[O:38])[NH:14][C:15]([C:22]3[CH:27]=[CH:26][CH:25]=[C:24]([C:28]4[CH:33]=[CH:32][C:31]([S:34]([CH3:37])(=[O:35])=[O:36])=[CH:30][CH:29]=4)[N:23]=3)=[N:16]2)=[C:11]([O:7][C@H:4]2[CH2:5][CH2:6][N:2]([CH3:1])[CH2:3]2)[CH:20]=1. The catalyst class is: 18. (2) Reactant: [Cl:1][C:2]1[CH:3]=[N:4][C:5]([N:24]2[CH2:28][CH2:27][CH:26]([O:29][C:30]3[CH:35]=[CH:34][CH:33]=[CH:32][CH:31]=3)[CH2:25]2)=[C:6]([CH:23]=1)[C:7]([NH:9][C:10]1([C:13]2[CH:22]=[CH:21][C:16]([C:17]([O:19]C)=[O:18])=[CH:15][CH:14]=2)[CH2:12][CH2:11]1)=[O:8].[OH-].[Na+]. Product: [Cl:1][C:2]1[CH:3]=[N:4][C:5]([N:24]2[CH2:28][CH2:27][CH:26]([O:29][C:30]3[CH:31]=[CH:32][CH:33]=[CH:34][CH:35]=3)[CH2:25]2)=[C:6]([CH:23]=1)[C:7]([NH:9][C:10]1([C:13]2[CH:14]=[CH:15][C:16]([C:17]([OH:19])=[O:18])=[CH:21][CH:22]=2)[CH2:11][CH2:12]1)=[O:8]. The catalyst class is: 111. (3) Reactant: [CH3:1][C:2]([C:12]1[CH:17]=[CH:16][CH:15]=[CH:14][CH:13]=1)([CH3:11])[CH2:3][C:4]1([C:7]([F:10])([F:9])[F:8])[CH2:6][O:5]1.[NH2:18][C:19]1[CH:28]=[CH:27][CH:26]=[C:25]2[C:20]=1[CH:21]=[CH:22][CH:23]=[N:24]2. Product: [N:24]1[C:25]2[C:20](=[C:19]([NH:18][CH2:6][C:4]([C:7]([F:10])([F:9])[F:8])([OH:5])[CH2:3][C:2]([CH3:11])([C:12]3[CH:17]=[CH:16][CH:15]=[CH:14][CH:13]=3)[CH3:1])[CH:28]=[CH:27][CH:26]=2)[CH:21]=[CH:22][CH:23]=1. The catalyst class is: 195. (4) Reactant: [Cl:1][C:2]1[CH:3]=[CH:4][C:5]([N:11]2[CH:15]=[N:14][N:13]=[N:12]2)=[C:6]([CH:10]=1)[C:7]([NH2:9])=O.[OH-].COC(NS([NH3+])(=O)=O)=O.O. Product: [Cl:1][C:2]1[CH:3]=[CH:4][C:5]([N:11]2[CH:15]=[N:14][N:13]=[N:12]2)=[C:6]([CH:10]=1)[C:7]#[N:9]. The catalyst class is: 1. (5) Reactant: [CH2:1]([N:8]1[CH2:13][CH2:12][C:11]2([CH2:21][C:20]3[C:15](=[CH:16][C:17]([O:22][CH3:23])=[CH:18][CH:19]=3)[C:14]2=[O:24])[CH2:10][CH2:9]1)[C:2]1[CH:7]=[CH:6][CH:5]=[CH:4][CH:3]=1.[BH4-].[Na+]. Product: [CH2:1]([N:8]1[CH2:13][CH2:12][C:11]2([CH2:21][C:20]3[C:15](=[CH:16][C:17]([O:22][CH3:23])=[CH:18][CH:19]=3)[CH:14]2[OH:24])[CH2:10][CH2:9]1)[C:2]1[CH:7]=[CH:6][CH:5]=[CH:4][CH:3]=1. The catalyst class is: 14. (6) Reactant: C[N:2]([CH:4]=O)C.[Cl:6][C:7]1[CH:8]=[CH:9][C:10]2[C:23]3[N:22]=[C:21]([C:24]4[C:29](Br)=[CH:28][CH:27]=[CH:26][C:25]=4Br)[NH:20][C:19]=3[C:18]3[C:13](=[CH:14][CH:15]=[CH:16][CH:17]=3)[C:11]=2[CH:12]=1.[C:32]([Cu])#[N:33].[OH-].[NH4+]. Product: [Cl:6][C:7]1[CH:8]=[CH:9][C:10]2[C:23]3[N:22]=[C:21]([C:24]4[C:29]([C:4]#[N:2])=[CH:28][CH:27]=[CH:26][C:25]=4[C:32]#[N:33])[NH:20][C:19]=3[C:18]3[C:13](=[CH:14][CH:15]=[CH:16][CH:17]=3)[C:11]=2[CH:12]=1. The catalyst class is: 84. (7) Reactant: Cl[C:2]1[N:11]=[C:10]([NH:12][CH2:13][C:14]([C:22]2[CH:27]=[CH:26][CH:25]=[CH:24][CH:23]=2)([C:16]2[CH:21]=[CH:20][CH:19]=[CH:18][CH:17]=2)[CH3:15])[C:9]2[C:4](=[CH:5][CH:6]=[CH:7][CH:8]=2)[N:3]=1.[N:28]1[CH:29]=[CH:30][N:31]2[CH:36]=[C:35](B(O)O)[CH:34]=[CH:33][C:32]=12.C(NC1C2C(=CC=CC=2)N=C(C2SC3C=CC=CC=3C=2)N=1)(C1C=CC=CC=1)C1C=CC=CC=1. Product: [C:16]1([C:14]([C:22]2[CH:27]=[CH:26][CH:25]=[CH:24][CH:23]=2)([CH3:15])[CH2:13][NH:12][C:10]2[C:9]3[C:4](=[CH:5][CH:6]=[CH:7][CH:8]=3)[N:3]=[C:2]([C:35]3[CH:34]=[CH:33][C:32]4[N:31]([CH:30]=[CH:29][N:28]=4)[CH:36]=3)[N:11]=2)[CH:21]=[CH:20][CH:19]=[CH:18][CH:17]=1. The catalyst class is: 147. (8) Reactant: [Cl:1][C:2]1[CH:3]=[CH:4][C:5]2[N:11]([CH3:12])[C:10](=[O:13])[CH:9]([N:14]=[C:15]=[S:16])[N:8]=[C:7]([C:17]3[CH:22]=[CH:21][CH:20]=[CH:19][CH:18]=3)[C:6]=2[CH:23]=1.[CH3:24][N:25]([CH3:33])[C:26]1[CH:31]=[CH:30][C:29]([NH2:32])=[CH:28][CH:27]=1. Product: [Cl:1][C:2]1[CH:3]=[CH:4][C:5]2[N:11]([CH3:12])[C:10](=[O:13])[CH:9]([NH:14][C:15]([NH:32][C:29]3[CH:30]=[CH:31][C:26]([N:25]([CH3:33])[CH3:24])=[CH:27][CH:28]=3)=[S:16])[N:8]=[C:7]([C:17]3[CH:18]=[CH:19][CH:20]=[CH:21][CH:22]=3)[C:6]=2[CH:23]=1. The catalyst class is: 4.